This data is from Peptide-MHC class I binding affinity with 185,985 pairs from IEDB/IMGT. The task is: Regression. Given a peptide amino acid sequence and an MHC pseudo amino acid sequence, predict their binding affinity value. This is MHC class I binding data. (1) The peptide sequence is YTSLDVYGS. The MHC is HLA-A02:01 with pseudo-sequence HLA-A02:01. The binding affinity (normalized) is 0. (2) The peptide sequence is LEGSISYSEL. The MHC is HLA-B40:01 with pseudo-sequence HLA-B40:01. The binding affinity (normalized) is 0.619. (3) The peptide sequence is ATPYDINQML. The MHC is HLA-B35:01 with pseudo-sequence HLA-B35:01. The binding affinity (normalized) is 0. (4) The peptide sequence is QQDTNSAGL. The MHC is HLA-A80:01 with pseudo-sequence HLA-A80:01. The binding affinity (normalized) is 0.0847.